This data is from Catalyst prediction with 721,799 reactions and 888 catalyst types from USPTO. The task is: Predict which catalyst facilitates the given reaction. (1) Reactant: [Cl:1][C:2]1[CH:11]=[C:10]2[C:5]([CH:6]=[CH:7][NH:8][C:9]2=[O:12])=[CH:4][C:3]=1[F:13].C(=O)([O-])[O-].[Cs+].[Cs+].[CH3:20][O:21][C:22]1[CH:29]=[CH:28][C:25]([CH2:26]Cl)=[CH:24][CH:23]=1. Product: [Cl:1][C:2]1[CH:11]=[C:10]2[C:5]([CH:6]=[CH:7][N:8]([CH2:26][C:25]3[CH:28]=[CH:29][C:22]([O:21][CH3:20])=[CH:23][CH:24]=3)[C:9]2=[O:12])=[CH:4][C:3]=1[F:13]. The catalyst class is: 3. (2) Reactant: [CH3:1][O:2][C:3]1[CH:8]=[CH:7][CH:6]=[CH:5][C:4]=1[N:9]1[C:17](=[O:18])[NH:16][C:15]2[C:10]1=[N:11][C:12]([NH:24][CH2:25][C@@H:26]1[CH2:30][CH2:29][CH2:28][NH:27]1)=[N:13][C:14]=2[C:19]([O:21]CC)=O.C(OC([N:38]1CCC[C@H]1CNC1N=C2C(NC(=O)N2C2C=CC=CC=2OC)=C(C(OCC)=O)N=1)=O)(C)(C)C.FC(F)(F)C(O)=O. Product: [CH3:1][O:2][C:3]1[CH:8]=[CH:7][CH:6]=[CH:5][C:4]=1[N:9]1[C:17](=[O:18])[NH:16][C:15]2[C:10]1=[N:11][C:12]([NH:24][CH2:25][C@@H:26]1[CH2:30][CH2:29][CH2:28][NH:27]1)=[N:13][C:14]=2[C:19]([NH2:38])=[O:21]. The catalyst class is: 4. (3) Reactant: [O:1]1[CH2:6][CH2:5][N:4]([C:7](=[O:25])[CH2:8][NH:9][C:10]2[CH:14]=[C:13]([C:15]3[CH:20]=[CH:19][CH:18]=[CH:17][CH:16]=3)[S:12][C:11]=2[C:21]([O:23][CH3:24])=[O:22])[CH2:3][CH2:2]1.CCN(CC)CC.[CH3:33][C@H:34]1[CH2:39][CH2:38][C@H:37]([C:40](Cl)=[O:41])[CH2:36][CH2:35]1. Product: [CH3:33][C@H:34]1[CH2:39][CH2:38][C@H:37]([C:40]([N:9]([C:10]2[CH:14]=[C:13]([C:15]3[CH:20]=[CH:19][CH:18]=[CH:17][CH:16]=3)[S:12][C:11]=2[C:21]([O:23][CH3:24])=[O:22])[CH2:8][C:7]([N:4]2[CH2:5][CH2:6][O:1][CH2:2][CH2:3]2)=[O:25])=[O:41])[CH2:36][CH2:35]1. The catalyst class is: 91. (4) Reactant: [O:1]([C:5]1[CH:6]=[C:7]2[C:12](=[CH:13][C:14]=1[O:15]C(C)=O)[N:11]=[CH:10][N:9]=[C:8]2[NH:19][C:20]1[CH:25]=[CH:24][CH:23]=[CH:22][CH:21]=1)C(C)=O.N. Product: [OH:1][C:5]1[CH:6]=[C:7]2[C:12](=[CH:13][C:14]=1[OH:15])[N:11]=[CH:10][N:9]=[C:8]2[NH:19][C:20]1[CH:25]=[CH:24][CH:23]=[CH:22][CH:21]=1. The catalyst class is: 5.